Dataset: Catalyst prediction with 721,799 reactions and 888 catalyst types from USPTO. Task: Predict which catalyst facilitates the given reaction. (1) Reactant: [C:1]([O:5][C:6]([N:8]1[CH2:13][CH2:12][N:11]([C:14]2[CH:19]=[CH:18][C:17]([C:20]3[C:24]([NH:25][C@H:26]([C:31]([OH:33])=O)[CH2:27][CH:28]([CH3:30])[CH3:29])=[CH:23][O:22][N:21]=3)=[CH:16][CH:15]=2)[CH2:10][CH2:9]1)=[O:7])([CH3:4])([CH3:3])[CH3:2].Cl.[NH2:35][CH2:36][C:37]#[N:38].CN(C(ON1N=NC2C=CC=NC1=2)=[N+](C)C)C.F[P-](F)(F)(F)(F)F.C(N(CC)CC)C. Product: [C:36]([CH2:37][NH:38][C:31](=[O:33])[C@H:26]([CH2:27][CH:28]([CH3:30])[CH3:29])[NH:25][C:24]1[C:20]([C:17]2[CH:16]=[CH:15][C:14]([N:11]3[CH2:12][CH2:13][N:8]([C:6]([O:5][C:1]([CH3:2])([CH3:3])[CH3:4])=[O:7])[CH2:9][CH2:10]3)=[CH:19][CH:18]=2)=[N:21][O:22][CH:23]=1)#[N:35]. The catalyst class is: 3. (2) The catalyst class is: 17. Reactant: [C:1]1([N:7]2[C:11]3[CH:12]=[C:13]([O:16][CH2:17][CH2:18][CH2:19][CH2:20][OH:21])[CH:14]=[CH:15][C:10]=3[N:9]=[C:8]2[C:22]2[CH:27]=[CH:26][CH:25]=[CH:24][CH:23]=2)[CH:6]=[CH:5][CH:4]=[CH:3][CH:2]=1.[CH3:28][C:29]([CH3:34])([CH3:33])[C:30](Cl)=[O:31]. Product: [C:1]1([N:7]2[C:11]3[CH:12]=[C:13]([O:16][CH2:17][CH2:18][CH2:19][CH2:20][O:21][C:30](=[O:31])[C:29]([CH3:34])([CH3:33])[CH3:28])[CH:14]=[CH:15][C:10]=3[N:9]=[C:8]2[C:22]2[CH:23]=[CH:24][CH:25]=[CH:26][CH:27]=2)[CH:6]=[CH:5][CH:4]=[CH:3][CH:2]=1. (3) Reactant: [H-].[Na+].[CH2:3]([OH:7])[CH2:4][C:5]#[CH:6].Cl[CH2:9][C:10]([N:12]1[CH2:20][C:19]2[CH:18]=[N:17][C:16]([NH:21][CH:22]3[CH2:30][C:29]4[C:24](=[CH:25][CH:26]=[CH:27][CH:28]=4)[CH2:23]3)=[N:15][C:14]=2[CH2:13]1)=[O:11].C(=O)(O)[O-].[Na+]. Product: [CH2:3]([O:7][CH2:9][C:10]([N:12]1[CH2:20][C:19]2[CH:18]=[N:17][C:16]([NH:21][CH:22]3[CH2:30][C:29]4[C:24](=[CH:25][CH:26]=[CH:27][CH:28]=4)[CH2:23]3)=[N:15][C:14]=2[CH2:13]1)=[O:11])[CH2:4][C:5]#[CH:6]. The catalyst class is: 7. (4) Product: [Cl:47][C:44]1[CH:45]=[CH:46][C:41]([C:39]2[C:38]3[CH:48]=[C:49]([O:52][CH3:53])[CH:50]=[CH:51][C:37]=3[N:36]3[C:54]([CH3:57])=[N:55][N:56]=[C:35]3[C@H:34]([CH2:33][C:32]([NH:31][CH2:30][CH2:29][CH2:28][CH2:27][CH2:26][NH:25][C:6](=[O:8])[C:5]3[CH:9]=[CH:10][CH:11]=[C:3]([Si:2]([OH:1])([CH3:13])[CH3:12])[CH:4]=3)=[O:58])[N:40]=2)=[CH:42][CH:43]=1. Reactant: [OH:1][Si:2]([CH3:13])([CH3:12])[C:3]1[CH:4]=[C:5]([CH:9]=[CH:10][CH:11]=1)[C:6]([OH:8])=O.CCN=C=NCCCN(C)C.[NH2:25][CH2:26][CH2:27][CH2:28][CH2:29][CH2:30][NH:31][C:32](=[O:58])[CH2:33][C@@H:34]1[N:40]=[C:39]([C:41]2[CH:46]=[CH:45][C:44]([Cl:47])=[CH:43][CH:42]=2)[C:38]2[CH:48]=[C:49]([O:52][CH3:53])[CH:50]=[CH:51][C:37]=2[N:36]2[C:54]([CH3:57])=[N:55][N:56]=[C:35]12. The catalyst class is: 64. (5) Reactant: [Br:1][C:2]1[CH:3]=[C:4]2[C:9](=[CH:10][C:11]=1[O:12][CH3:13])[N:8]=[CH:7][C:6]([C:14]([O:16][CH2:17][CH3:18])=[O:15])=[C:5]2Cl.[Cl:20][C:21]1[C:27]([Cl:28])=[CH:26][CH:25]=[CH:24][C:22]=1[NH2:23].C(O)(=O)C.[OH-].[Na+]. Product: [Br:1][C:2]1[CH:3]=[C:4]2[C:9](=[CH:10][C:11]=1[O:12][CH3:13])[N:8]=[CH:7][C:6]([C:14]([O:16][CH2:17][CH3:18])=[O:15])=[C:5]2[NH:23][C:22]1[CH:24]=[CH:25][CH:26]=[C:27]([Cl:28])[C:21]=1[Cl:20]. The catalyst class is: 3. (6) Reactant: [CH2:1]([O:8][C:9]([N:11]1[C:19]2[C:14](=[CH:15][CH:16]=[C:17]([N+:20]([O-])=O)[CH:18]=2)[CH2:13][CH2:12]1)=[O:10])[C:2]1[CH:7]=[CH:6][CH:5]=[CH:4][CH:3]=1.O.O.[Sn](Cl)Cl. Product: [NH2:20][C:17]1[CH:18]=[C:19]2[C:14]([CH2:13][CH2:12][N:11]2[C:9]([O:8][CH2:1][C:2]2[CH:7]=[CH:6][CH:5]=[CH:4][CH:3]=2)=[O:10])=[CH:15][CH:16]=1. The catalyst class is: 8. (7) Reactant: [C:1]([NH:4][CH2:5][CH2:6][C:7]1[C:16]2[C:11](=[CH:12][CH:13]=[C:14]([O:17][CH3:18])[CH:15]=2)[CH:10]=[C:9]([C:19]2[CH:28]=[CH:27][C:22]([C:23](OC)=[O:24])=[CH:21][CH:20]=2)[CH:8]=1)(=[O:3])[CH3:2].[H-].[Al+3].[Li+].[H-].[H-].[H-].[OH-].[Na+]. Product: [OH:24][CH2:23][C:22]1[CH:21]=[CH:20][C:19]([C:9]2[CH:8]=[C:7]([CH2:6][CH2:5][NH:4][C:1](=[O:3])[CH3:2])[C:16]3[C:11]([CH:10]=2)=[CH:12][CH:13]=[C:14]([O:17][CH3:18])[CH:15]=3)=[CH:28][CH:27]=1. The catalyst class is: 332. (8) Reactant: [Cl:1][C:2]1[CH:7]=[CH:6][CH:5]=[CH:4][C:3]=1[C:8]1[NH:13][C:12](=[O:14])[C:11]([C:15]#[N:16])=[CH:10][CH:9]=1.O1CCOCC1.C1C(=O)N([Br:30])C(=O)C1. Product: [Br:30][C:9]1[CH:10]=[C:11]([C:15]#[N:16])[C:12](=[O:14])[NH:13][C:8]=1[C:3]1[CH:4]=[CH:5][CH:6]=[CH:7][C:2]=1[Cl:1]. The catalyst class is: 191. (9) Reactant: [CH3:1][C:2]1[CH:3]=[CH:4][C:5]2[O:9][C:8](=[O:10])[NH:7][C:6]=2[CH:11]=1.[C:12](=O)([O-])[O-].[K+].[K+].CI. Product: [CH3:12][N:7]1[C:6]2[CH:11]=[C:2]([CH3:1])[CH:3]=[CH:4][C:5]=2[O:9][C:8]1=[O:10]. The catalyst class is: 3. (10) Reactant: Br[C:2]1[S:6][C:5]2=[N:7][CH:8]=[C:9](I)[N:4]2[N:3]=1.C([C:13]1[CH:14]=[C:15](B(O)O)[CH:16]=[CH:17][CH:18]=1)#N.[C:22]([O-:25])([O-])=O.[Na+].[Na+].CC1(C)C(C)(C)OB([C:36]2[CH:37]=[C:38]([C:43]([F:46])([F:45])[F:44])[C:39]([NH2:42])=[N:40][CH:41]=2)O1.C([O-])([O-])=O.[K+].[K+]. Product: [CH3:22][O:25][C:13]1[CH:14]=[CH:15][C:16]([C:2]2[S:6][C:5]3=[N:7][CH:8]=[C:9]([C:36]4[CH:37]=[C:38]([C:43]([F:46])([F:45])[F:44])[C:39]([NH2:42])=[N:40][CH:41]=4)[N:4]3[N:3]=2)=[CH:17][CH:18]=1. The catalyst class is: 12.